From a dataset of Reaction yield outcomes from USPTO patents with 853,638 reactions. Predict the reaction yield, written as a fraction of the theoretical maximum amount of product (1.0 means a 100% yield; for example, 0.34 means a 34% yield). (1) The reactants are [CH:1]([C@@H:3]1[CH2:12][C:11]2[C:6](=[CH:7][CH:8]=[CH:9][CH:10]=2)[CH2:5][N:4]1[C:13]([O:15][C:16]([CH3:19])([CH3:18])[CH3:17])=[O:14])=O.[NH:20]1[CH2:25][CH2:24][O:23][CH2:22][CH2:21]1. No catalyst specified. The product is [O:23]1[CH2:24][CH2:25][N:20]([CH2:1][C@@H:3]2[CH2:12][C:11]3[C:6](=[CH:7][CH:8]=[CH:9][CH:10]=3)[CH2:5][N:4]2[C:13]([O:15][C:16]([CH3:19])([CH3:18])[CH3:17])=[O:14])[CH2:21][CH2:22]1. The yield is 0.890. (2) The reactants are [CH3:1][O:2][C:3]1[CH:8]=[CH:7][CH:6]=[C:5]([O:9][CH3:10])[N:4]=1.[Li]CCCC.[C:16]([O:20][C:21]([N:23]1[CH2:28][CH2:27][C:26](=[C:29](Br)[C:30]2[CH:35]=[CH:34][CH:33]=[CH:32][CH:31]=2)[CH2:25][CH2:24]1)=[O:22])([CH3:19])([CH3:18])[CH3:17]. The catalyst is C1COCC1.[Br-].[Zn+2].[Br-].C1C=CC([P]([Pd]([P](C2C=CC=CC=2)(C2C=CC=CC=2)C2C=CC=CC=2)([P](C2C=CC=CC=2)(C2C=CC=CC=2)C2C=CC=CC=2)[P](C2C=CC=CC=2)(C2C=CC=CC=2)C2C=CC=CC=2)(C2C=CC=CC=2)C2C=CC=CC=2)=CC=1. The product is [C:16]([O:20][C:21]([N:23]1[CH2:24][CH2:25][C:26](=[C:29]([C:30]2[CH:31]=[CH:32][CH:33]=[CH:34][CH:35]=2)[C:8]2[C:3]([O:2][CH3:1])=[N:4][C:5]([O:9][CH3:10])=[CH:6][CH:7]=2)[CH2:27][CH2:28]1)=[O:22])([CH3:19])([CH3:17])[CH3:18]. The yield is 0.480. (3) The reactants are [Cl:1][S:2]([OH:5])(=O)=[O:3].[NH:6]1[C:14]2[C:9](=[CH:10][CH:11]=[CH:12][CH:13]=2)[CH2:8][C:7]1=[O:15]. The catalyst is O. The product is [Cl:1][S:2]([C:11]1[CH:10]=[C:9]2[C:14](=[CH:13][CH:12]=1)[NH:6][C:7](=[O:15])[CH2:8]2)(=[O:5])=[O:3]. The yield is 0.500. (4) The reactants are [Br:1][C:2]1[CH:6]=[N:5][N:4]([CH3:7])[C:3]=1[C:8]1[CH:9]=[C:10]([NH2:16])[CH:11]=[CH:12][C:13]=1[O:14][CH3:15].[CH:17]([C:20]1[CH:25]=[CH:24][C:23]([N:26]=[C:27]=[O:28])=[CH:22][CH:21]=1)([CH3:19])[CH3:18]. The catalyst is C(Cl)Cl. The product is [Br:1][C:2]1[CH:6]=[N:5][N:4]([CH3:7])[C:3]=1[C:8]1[CH:9]=[C:10]([NH:16][C:27]([NH:26][C:23]2[CH:24]=[CH:25][C:20]([CH:17]([CH3:19])[CH3:18])=[CH:21][CH:22]=2)=[O:28])[CH:11]=[CH:12][C:13]=1[O:14][CH3:15]. The yield is 0.500. (5) The reactants are [NH2:1][C:2]1[NH:6][N:5]=[CH:4][C:3]=1[C:7]([O:9][CH2:10][CH3:11])=[O:8].[O:12]1[CH2:17][CH2:16][O:15][C:14]2[CH:18]=[C:19]([C:22](=O)[CH2:23][C:24](OCC)=[O:25])[CH:20]=[CH:21][C:13]1=2. The catalyst is C(O)(=O)C. The product is [O:12]1[CH2:17][CH2:16][O:15][C:14]2[CH:18]=[C:19]([C:22]3[NH:1][C:2]4[N:6]([N:5]=[CH:4][C:3]=4[C:7]([O:9][CH2:10][CH3:11])=[O:8])[C:24](=[O:25])[CH:23]=3)[CH:20]=[CH:21][C:13]1=2. The yield is 0.110. (6) The reactants are [CH2:1]([NH:4][C:5]1[N:6]=[C:7](Cl)[C:8]2[CH:13]=[CH:12][N:11]([CH3:14])[C:9]=2[N:10]=1)[CH2:2][CH3:3].C(O)CCC.C(=O)([O-])[O-].[K+].[K+].Cl.[NH:28]1[CH2:33][CH2:32][CH:31]([OH:34])[CH2:30][CH2:29]1. The catalyst is O. The product is [CH2:1]([NH:4][C:5]1[N:6]=[C:7]([N:28]2[CH2:33][CH2:32][CH:31]([OH:34])[CH2:30][CH2:29]2)[C:8]2[CH:13]=[CH:12][N:11]([CH3:14])[C:9]=2[N:10]=1)[CH2:2][CH3:3]. The yield is 0.750.